This data is from Full USPTO retrosynthesis dataset with 1.9M reactions from patents (1976-2016). The task is: Predict the reactants needed to synthesize the given product. (1) Given the product [CH2:1]([C:5]1[CH:6]=[CH:7][C:8]([C:11]#[C:12][C:13]2[CH:42]=[CH:41][C:16]([CH2:17][N:18]([C:19](=[O:27])[CH2:20][CH2:21][CH:22]3[CH2:23][CH2:24][CH2:25][CH2:26]3)[C:28]3[CH:29]=[CH:30][C:31]([C:36]([OH:37])=[O:35])=[C:32]([OH:33])[CH:40]=3)=[CH:15][CH:14]=2)=[CH:9][CH:10]=1)[CH2:2][CH2:3][CH3:4], predict the reactants needed to synthesize it. The reactants are: [CH2:1]([C:5]1[CH:10]=[CH:9][C:8]([C:11]#[C:12][C:13]2[CH:42]=[CH:41][C:16]([CH2:17][N:18]([C:28]3[CH:29]=[CH:30][C:31]4[C:36](=[O:37])[O:35]C(C)(C)[O:33][C:32]=4[CH:40]=3)[C:19](=[O:27])[CH2:20][CH2:21][CH:22]3[CH2:26][CH2:25][CH2:24][CH2:23]3)=[CH:15][CH:14]=2)=[CH:7][CH:6]=1)[CH2:2][CH2:3][CH3:4].[OH-].[Na+]. (2) Given the product [CH:28]1([C:4]2[CH:3]=[C:2]([CH3:1])[N:7]([CH2:8][CH2:9][C:10]3[CH:18]=[CH:17][C:13]([C:14]([O:16][CH3:35])=[O:15])=[CH:12][CH:11]=3)[C:6](=[O:19])[CH:5]=2)[CH2:30][CH2:29]1, predict the reactants needed to synthesize it. The reactants are: [CH3:1][C:2]1[N:7]([CH2:8][CH2:9][C:10]2[CH:18]=[CH:17][C:13]([C:14]([OH:16])=[O:15])=[CH:12][CH:11]=2)[C:6](=[O:19])[CH:5]=[C:4](OS(C(F)(F)F)(=O)=O)[CH:3]=1.[CH:28]1(OB(O)O)[CH2:30][CH2:29]1.[C:35](=O)([O-])[O-].[K+].[K+]. (3) Given the product [I:26][C:14]1[O:15][C:11]([C:8]2[CH:9]=[C:10]3[C:5](=[CH:6][CH:7]=2)[NH:4][N:3]=[C:2]3[CH3:1])=[CH:12][N:13]=1, predict the reactants needed to synthesize it. The reactants are: [CH3:1][C:2]1[C:10]2[C:5](=[CH:6][CH:7]=[C:8]([C:11]3[O:15][CH:14]=[N:13][CH:12]=3)[CH:9]=2)[NH:4][N:3]=1.C[Si]([N-][Si](C)(C)C)(C)C.[Li+].[I:26]CCI.S([O-])([O-])(=O)=S.[Na+].[Na+]. (4) Given the product [ClH:29].[CH:19]12[CH2:27][CH:23]3[CH2:22][CH:21]([CH2:26][CH:25]([CH2:24]3)[CH:18]1[NH:17][C:16](=[O:28])[CH:14]([N:11]1[CH2:12][CH2:13][NH:8][CH2:9][CH2:10]1)[CH3:15])[CH2:20]2, predict the reactants needed to synthesize it. The reactants are: C(OC([N:8]1[CH2:13][CH2:12][N:11]([CH:14]([C:16](=[O:28])[NH:17][CH:18]2[CH:25]3[CH2:26][CH:21]4[CH2:22][CH:23]([CH2:27][CH:19]2[CH2:20]4)[CH2:24]3)[CH3:15])[CH2:10][CH2:9]1)=O)(C)(C)C.[ClH:29]. (5) Given the product [Cl:21][C:16]1[CH:15]=[C:14]([C:12]2[CH:11]=[C:10]([CH3:22])[N:9]=[C:8]([C:4]3[CH:3]=[C:2]([C:27]4[CH:28]=[CH:29][C:24]([NH2:23])=[N:25][CH:26]=4)[CH:7]=[CH:6][CH:5]=3)[CH:13]=2)[CH:19]=[CH:18][C:17]=1[Cl:20], predict the reactants needed to synthesize it. The reactants are: Br[C:2]1[CH:3]=[C:4]([C:8]2[CH:13]=[C:12]([C:14]3[CH:19]=[CH:18][C:17]([Cl:20])=[C:16]([Cl:21])[CH:15]=3)[CH:11]=[C:10]([CH3:22])[N:9]=2)[CH:5]=[CH:6][CH:7]=1.[NH2:23][C:24]1[CH:29]=[CH:28][C:27](B2OC(C)(C)C(C)(C)O2)=[CH:26][N:25]=1. (6) Given the product [OH:2][C:3]1[C:8]2[N:9]=[CH:10][S:11][C:7]=2[CH:6]=[C:5]([C:12]([O:14][CH3:15])=[O:13])[CH:4]=1, predict the reactants needed to synthesize it. The reactants are: C[O:2][C:3]1[C:8]2[N:9]=[CH:10][S:11][C:7]=2[CH:6]=[C:5]([C:12]([O:14][CH3:15])=[O:13])[CH:4]=1.B(Br)(Br)Br. (7) Given the product [CH2:8]([NH:9][S:23]([CH:17]1[CH2:22][CH2:21][CH2:20][CH2:19][CH2:18]1)(=[O:25])=[O:24])[CH2:7][C:1]1[CH:6]=[CH:5][CH:4]=[CH:3][CH:2]=1, predict the reactants needed to synthesize it. The reactants are: [C:1]1([CH2:7][CH2:8][NH2:9])[CH:6]=[CH:5][CH:4]=[CH:3][CH:2]=1.CCN(CC)CC.[CH:17]1([S:23](Cl)(=[O:25])=[O:24])[CH2:22][CH2:21][CH2:20][CH2:19][CH2:18]1.